This data is from Full USPTO retrosynthesis dataset with 1.9M reactions from patents (1976-2016). The task is: Predict the reactants needed to synthesize the given product. (1) Given the product [Cl:11][C:8]1[CH:9]=[CH:10][C:3]([O:2][CH3:1])=[C:4]([CH:7]=1)[CH:5]=[O:6], predict the reactants needed to synthesize it. The reactants are: [CH3:1][O:2][C:3]1[CH:10]=[CH:9][CH:8]=[CH:7][C:4]=1[CH:5]=[O:6].[Cl:11][O-].[Ca+2].Cl[O-]. (2) Given the product [CH:1]([N:4]1[C:12]2[CH:11]=[C:10]([NH:13][C:14]3[CH:19]=[CH:18][N:17]=[C:16]([C:20]4[S:24][C:23]([N:25]([CH3:26])[C:28](=[O:31])[CH3:29])=[N:22][CH:21]=4)[N:15]=3)[N:9]=[CH:8][C:7]=2[N:6]=[C:5]1[CH3:27])([CH3:3])[CH3:2], predict the reactants needed to synthesize it. The reactants are: [CH:1]([N:4]1[C:12]2[CH:11]=[C:10]([NH:13][C:14]3[CH:19]=[CH:18][N:17]=[C:16]([C:20]4[S:24][C:23]([NH:25][CH3:26])=[N:22][CH:21]=4)[N:15]=3)[N:9]=[CH:8][C:7]=2[N:6]=[C:5]1[CH3:27])([CH3:3])[CH3:2].[C:28]([OH:31])(=O)[CH3:29].C(N(CC)C(C)C)(C)C.F[P-](F)(F)(F)(F)F.CN(C(N(C)C)=[N+]1C2C(=NC=CC=2)[N+]([O-])=N1)C. (3) Given the product [NH2:1][C:2]1[C:3]2[C:10]([C:11]3[CH:16]=[CH:15][CH:14]=[C:13]([O:17][CH2:18][C:19]4[CH:24]=[CH:23][CH:22]=[CH:21][CH:20]=4)[CH:12]=3)=[C:9]([Br:32])[N:8]([C@@H:25]3[CH2:30][CH2:29][C@H:28]([OH:31])[CH2:27][CH2:26]3)[C:4]=2[N:5]=[CH:6][N:7]=1, predict the reactants needed to synthesize it. The reactants are: [NH2:1][C:2]1[C:3]2[C:10]([C:11]3[CH:16]=[CH:15][CH:14]=[C:13]([O:17][CH2:18][C:19]4[CH:24]=[CH:23][CH:22]=[CH:21][CH:20]=4)[CH:12]=3)=[CH:9][N:8]([C@@H:25]3[CH2:30][CH2:29][C@H:28]([OH:31])[CH2:27][CH2:26]3)[C:4]=2[N:5]=[CH:6][N:7]=1.[Br:32]N1C(=O)CCC1=O. (4) Given the product [CH3:1][O:2][CH2:3][CH2:4][O:5][C:6]([N:8]=[N:9][C:10]([O:12][CH2:13][CH2:14][O:15][CH3:16])=[O:11])=[O:7], predict the reactants needed to synthesize it. The reactants are: [CH3:1][O:2][CH2:3][CH2:4][O:5][C:6]([NH:8][NH:9][C:10]([O:12][CH2:13][CH2:14][O:15][CH3:16])=[O:11])=[O:7].N1C=CC=CC=1.ClCl. (5) Given the product [CH:19]1[C:20]2[C:15](=[CH:14][C:13]3[C:8]([C:7]=2[B:25]([OH:26])[OH:24])=[CH:9][CH:10]=[CH:11][CH:12]=3)[CH:16]=[CH:17][CH:18]=1, predict the reactants needed to synthesize it. The reactants are: [Li]C(CC)C.Br[C:7]1[C:8]2[C:13]([CH:14]=[C:15]3[C:20]=1[CH:19]=[CH:18][CH:17]=[CH:16]3)=[CH:12][CH:11]=[CH:10][CH:9]=2.C([O:24][B:25](OC(C)C)[O:26]C(C)C)(C)C.Cl. (6) Given the product [CH:1]1([CH2:4][N:5]2[CH:9]=[C:8]([C:20]3[N:25]=[C:24]([NH2:26])[CH:23]=[CH:22][N:21]=3)[CH:7]=[N:6]2)[CH2:2][CH2:3]1, predict the reactants needed to synthesize it. The reactants are: [CH:1]1([CH2:4][N:5]2[CH:9]=[C:8](B3OC(C)(C)C(C)(C)O3)[CH:7]=[N:6]2)[CH2:3][CH2:2]1.Cl[C:20]1[N:25]=[C:24]([NH2:26])[CH:23]=[CH:22][N:21]=1.C(=O)([O-])[O-].[Na+].[Na+]. (7) The reactants are: [Cl:1][C:2]1[CH:7]=[CH:6][C:5]([OH:8])=[CH:4][CH:3]=1.[Cl:9][C:10]1[C:11](F)=[CH:12][C:13]2[O:18][CH:17]([C:19]([F:22])([F:21])[F:20])[C:16]([C:23]([O:25]CC)=[O:24])=[CH:15][C:14]=2[CH:28]=1. Given the product [Cl:9][C:10]1[C:11]([O:8][C:5]2[CH:6]=[CH:7][C:2]([Cl:1])=[CH:3][CH:4]=2)=[CH:12][C:13]2[O:18][CH:17]([C:19]([F:22])([F:20])[F:21])[C:16]([C:23]([OH:25])=[O:24])=[CH:15][C:14]=2[CH:28]=1, predict the reactants needed to synthesize it.